Dataset: Catalyst prediction with 721,799 reactions and 888 catalyst types from USPTO. Task: Predict which catalyst facilitates the given reaction. (1) Reactant: CC1C=CC(S(O[CH2:12][CH:13]2[O:18][C:17]3[CH:19]=[C:20]([F:24])[CH:21]=[C:22]([F:23])[C:16]=3[O:15][CH2:14]2)(=O)=O)=CC=1.[CH3:25][NH:26][CH2:27][CH3:28]. Product: [F:23][C:22]1[C:16]2[O:15][CH2:14][CH:13]([CH2:12][N:26]([CH3:25])[CH2:27][CH3:28])[O:18][C:17]=2[CH:19]=[C:20]([F:24])[CH:21]=1. The catalyst class is: 10. (2) Reactant: [Cl:1][C:2]12[C:10]([O:13][CH3:14])([O:11][CH3:12])[C:5]([Cl:15])([C:6]([Cl:9])=[C:7]1[Cl:8])[CH:4](O)[CH:3]2O.I([O-])(=O)(=O)=O.[Na+].[CH3:24][O:25][C:26]1[CH:33]=[CH:32][C:29]([CH2:30][NH2:31])=[CH:28][CH:27]=1.[BH-](OC(C)=O)(OC(C)=O)OC(C)=O.[Na+]. Product: [Cl:15][C:5]12[C:10]([O:11][CH3:12])([O:13][CH3:14])[C:2]([Cl:1])([C:7]([Cl:8])=[C:6]1[Cl:9])[CH2:3][N:31]([CH2:30][C:29]1[CH:32]=[CH:33][C:26]([O:25][CH3:24])=[CH:27][CH:28]=1)[CH2:4]2. The catalyst class is: 325.